From a dataset of Forward reaction prediction with 1.9M reactions from USPTO patents (1976-2016). Predict the product of the given reaction. (1) Given the reactants [CH2:1]([O:8][C:9]1[CH:14]=[CH:13][C:12]([CH2:15][C:16](OC)=[O:17])=[CH:11][CH:10]=1)[C:2]1[CH:7]=[CH:6][CH:5]=[CH:4][CH:3]=1, predict the reaction product. The product is: [CH2:1]([O:8][C:9]1[CH:10]=[CH:11][C:12]([CH2:15][CH2:16][OH:17])=[CH:13][CH:14]=1)[C:2]1[CH:3]=[CH:4][CH:5]=[CH:6][CH:7]=1. (2) Given the reactants N(C(C)C)C(C)C.[Li]CCCC.[Br:13][C:14]1[C:15]([C:19]([OH:21])=[O:20])=[CH:16][S:17][CH:18]=1.CN(P(N(C)C)(N(C)C)=O)C.CN([CH:36]=[O:37])C, predict the reaction product. The product is: [Br:13][C:14]1[C:15]([C:19]([OH:21])=[O:20])=[C:16]([CH:36]=[O:37])[S:17][CH:18]=1. (3) Given the reactants [N+:1]([C:4]1[CH:9]=[CH:8][C:7]([CH2:10][CH2:11][N:12]2[CH2:17][CH2:16][NH:15][CH2:14][C:13]2=[O:18])=[CH:6][CH:5]=1)([O-:3])=[O:2].[F:19][C:20]1[CH:21]=[C:22]([CH2:29][CH:30]=O)[CH:23]=[CH:24][C:25]=1[N+:26]([O-:28])=[O:27], predict the reaction product. The product is: [F:19][C:20]1[CH:21]=[C:22]([CH2:29][CH2:30][N:15]2[CH2:16][CH2:17][N:12]([CH2:11][CH2:10][C:7]3[CH:8]=[CH:9][C:4]([N+:1]([O-:3])=[O:2])=[CH:5][CH:6]=3)[C:13](=[O:18])[CH2:14]2)[CH:23]=[CH:24][C:25]=1[N+:26]([O-:28])=[O:27]. (4) Given the reactants [F:1][C:2]1[C:6](=[O:7])[O:5][CH2:4][C:3]=1[N:8]1[CH2:12][CH2:11][C:10]2([CH2:17][CH2:16][N:15](C(OC(C)(C)C)=O)[CH2:14][CH2:13]2)[C:9]1=[O:25].FC(F)(F)C(O)=O, predict the reaction product. The product is: [F:1][C:2]1[C:6](=[O:7])[O:5][CH2:4][C:3]=1[N:8]1[CH2:12][CH2:11][C:10]2([CH2:13][CH2:14][NH:15][CH2:16][CH2:17]2)[C:9]1=[O:25].